This data is from Catalyst prediction with 721,799 reactions and 888 catalyst types from USPTO. The task is: Predict which catalyst facilitates the given reaction. (1) Reactant: Cl[C:2]1[S:3][C:4]([CH2:13][CH2:14][C:15]([O:17][CH3:18])=[O:16])=[C:5]([C:7]2[CH:12]=[CH:11][CH:10]=[CH:9][CH:8]=2)[N:6]=1.[OH:19][C:20]1[CH:25]=[CH:24][C:23]([SH:26])=[CH:22][CH:21]=1.C(=O)([O-])[O-].[K+].[K+].CN(C)C=O. Product: [OH:19][C:20]1[CH:25]=[CH:24][C:23]([S:26][C:2]2[S:3][C:4]([CH2:13][CH2:14][C:15]([O:17][CH3:18])=[O:16])=[C:5]([C:7]3[CH:12]=[CH:11][CH:10]=[CH:9][CH:8]=3)[N:6]=2)=[CH:22][CH:21]=1. The catalyst class is: 6. (2) Product: [C:1]([C:3]1[CH:8]=[CH:7][C:6]([CH2:9][CH2:10][CH:11](/[CH:23]=[CH:24]/[C:25]2[CH:30]=[CH:29][CH:28]=[CH:27][C:26]=2[O:31][CH2:42][CH2:41][CH2:40][C:39]([F:45])([F:44])[F:38])[CH2:12][C:13]2[CH:14]=[CH:15][C:16]([C:17]([O:19][CH3:20])=[O:18])=[CH:21][CH:22]=2)=[CH:5][CH:4]=1)#[N:2]. Reactant: [C:1]([C:3]1[CH:8]=[CH:7][C:6]([CH2:9][CH2:10][CH:11](/[CH:23]=[CH:24]/[C:25]2[CH:30]=[CH:29][CH:28]=[CH:27][C:26]=2[OH:31])[CH2:12][C:13]2[CH:22]=[CH:21][C:16]([C:17]([O:19][CH3:20])=[O:18])=[CH:15][CH:14]=2)=[CH:5][CH:4]=1)#[N:2].C(=O)([O-])[O-].[K+].[K+].[F:38][C:39]([F:45])([F:44])[CH2:40][CH2:41][CH2:42]Br. The catalyst class is: 10. (3) Reactant: C(OC(=O)[NH:7][CH2:8][CH2:9][CH2:10][CH2:11][CH2:12][C:13](=[O:15])[CH3:14])(C)(C)C.Cl. The catalyst class is: 12. Product: [NH2:7][CH2:8][CH2:9][CH2:10][CH2:11][CH2:12][C:13](=[O:15])[CH3:14]. (4) Reactant: [H-].[Na+].[NH:3]1[CH:7]=[CH:6][N:5]=[CH:4]1.[CH3:8][Si:9]([CH2:12][CH2:13][O:14][CH2:15]Cl)([CH3:11])[CH3:10].C([O-])(O)=O.[Na+]. Product: [CH3:8][Si:9]([CH3:11])([CH3:10])[CH2:12][CH2:13][O:14][CH2:15][N:3]1[CH:7]=[CH:6][N:5]=[CH:4]1. The catalyst class is: 1.